Dataset: Full USPTO retrosynthesis dataset with 1.9M reactions from patents (1976-2016). Task: Predict the reactants needed to synthesize the given product. (1) Given the product [OH:8][CH:9]1[CH2:14][CH2:13][CH2:12][N:11]([C:15]2[CH:16]=[CH:17][C:18]([CH3:36])=[C:19]([CH:35]=2)[C:20]([NH:22][C:23]2[C:24]([CH3:34])=[C:25]([CH:30]=[CH:31][C:32]=2[CH3:33])[C:26]([O:28][CH3:29])=[O:27])=[O:21])[CH2:10]1, predict the reactants needed to synthesize it. The reactants are: [Si]([O:8][CH:9]1[CH2:14][CH2:13][CH2:12][N:11]([C:15]2[CH:16]=[CH:17][C:18]([CH3:36])=[C:19]([CH:35]=2)[C:20]([NH:22][C:23]2[C:24]([CH3:34])=[C:25]([CH:30]=[CH:31][C:32]=2[CH3:33])[C:26]([O:28][CH3:29])=[O:27])=[O:21])[CH2:10]1)(C(C)(C)C)(C)C.[N+](CCCC)(CCCC)(CCCC)CCCC.[F-]. (2) Given the product [CH3:42][S:43]([O:23][C@@H:21]([CH3:22])[CH2:20][C:18]1[N:19]=[C:15]2[N:16]([C:7]([NH:6][CH2:5][C:4]3[CH:29]=[CH:30][C:31]([O:33][CH3:34])=[CH:32][C:3]=3[O:2][CH3:1])=[N:8][C:9]3[C:14]2=[CH:13][CH:12]=[C:11]2[O:24][C:25]([F:27])([F:28])[O:26][C:10]=32)[N:17]=1)(=[O:45])=[O:44], predict the reactants needed to synthesize it. The reactants are: [CH3:1][O:2][C:3]1[CH:32]=[C:31]([O:33][CH3:34])[CH:30]=[CH:29][C:4]=1[CH2:5][NH:6][C:7]1[N:16]2[N:17]=[C:18]([CH2:20][C@@H:21]([OH:23])[CH3:22])[N:19]=[C:15]2[C:14]2[C:9](=[C:10]3[O:26][C:25]([F:28])([F:27])[O:24][C:11]3=[CH:12][CH:13]=2)[N:8]=1.C(N(CC)CC)C.[CH3:42][S:43](Cl)(=[O:45])=[O:44]. (3) Given the product [CH2:17]([C:16]1[S:51][CH:65]=[C:66]([C:67]([OH:69])=[O:68])[N:13]=1)[C:1]1[CH:6]=[CH:5][CH:4]=[CH:3][CH:2]=1, predict the reactants needed to synthesize it. The reactants are: [C:1]1(CC(O)=O)[CH:6]=[CH:5][CH:4]=[CH:3][CH:2]=1.C([N:13]([CH2:16][CH3:17])CC)C.CN(C(ON1N=NC2C=CC=NC1=2)=[N+](C)C)C.F[P-](F)(F)(F)(F)F.COC1C=CC(P2(=S)SP(=S)(C3C=CC(OC)=CC=3)[S:51]2)=CC=1.Br[CH2:65][C:66](=O)[C:67]([OH:69])=[O:68]. (4) Given the product [CH3:11][C:9]1([CH3:12])[CH2:8][O:7][C:6](=[S:13])[N:5]([CH2:4][C:3]2[CH:14]=[CH:15][CH:16]=[CH:17][C:2]=2[NH:1][S:27]([C:26]([F:39])([F:38])[F:25])(=[O:29])=[O:28])[CH2:10]1, predict the reactants needed to synthesize it. The reactants are: [NH2:1][C:2]1[CH:17]=[CH:16][CH:15]=[CH:14][C:3]=1[CH2:4][N:5]1[CH2:10][C:9]([CH3:12])([CH3:11])[CH2:8][O:7][C:6]1=[S:13].C(N(CC)CC)C.[F:25][C:26]([F:39])([F:38])[S:27](O[S:27]([C:26]([F:39])([F:38])[F:25])(=[O:29])=[O:28])(=[O:29])=[O:28].Cl. (5) Given the product [C:21]1([NH:27][C:28](=[O:29])[NH:1][C:2]2[CH:20]=[CH:19][C:5]([O:6][C:7]3[CH:12]=[N:11][CH:10]=[C:9]4[S:13][C:14]([C:16]([NH2:18])=[O:17])=[CH:15][C:8]=34)=[CH:4][CH:3]=2)[CH:26]=[CH:25][CH:24]=[CH:23][CH:22]=1, predict the reactants needed to synthesize it. The reactants are: [NH2:1][C:2]1[CH:20]=[CH:19][C:5]([O:6][C:7]2[CH:12]=[N:11][CH:10]=[C:9]3[S:13][C:14]([C:16]([NH2:18])=[O:17])=[CH:15][C:8]=23)=[CH:4][CH:3]=1.[C:21]1([N:27]=[C:28]=[O:29])[CH:26]=[CH:25][CH:24]=[CH:23][CH:22]=1.C(Cl)Cl. (6) Given the product [NH2:1][C:2]1[N:7]=[C:6]([C:8]([NH:62][C:55]2[CH:54]=[C:53]([C:48]3[CH:49]=[CH:50][CH:51]=[C:52]4[C:47]=3[CH:46]=[CH:45][NH:44]4)[CH:61]=[C:60]3[C:56]=2[CH:57]=[N:58][NH:59]3)=[O:10])[CH:5]=[CH:4][CH:3]=1, predict the reactants needed to synthesize it. The reactants are: [NH2:1][C:2]1[N:7]=[C:6]([C:8]([OH:10])=O)[CH:5]=[CH:4][CH:3]=1.CN(C(ON1N=NC2C=CC=NC1=2)=[N+](C)C)C.F[P-](F)(F)(F)(F)F.CCN(C(C)C)C(C)C.[NH:44]1[C:52]2[C:47](=[C:48]([C:53]3[CH:54]=[C:55]([NH2:62])[C:56]4[CH:57]=[N:58][NH:59][C:60]=4[CH:61]=3)[CH:49]=[CH:50][CH:51]=2)[CH:46]=[CH:45]1. (7) Given the product [CH3:31][O:30][C:28](=[O:29])[NH:20][CH:18]([C:15]1[CH:14]=[CH:13][C:12]([C:11]#[C:10][C:7]2[CH:8]=[CH:9][C:4]([O:3][CH2:1][CH3:2])=[CH:5][CH:6]=2)=[CH:17][CH:16]=1)[CH3:19], predict the reactants needed to synthesize it. The reactants are: [CH2:1]([O:3][C:4]1[CH:9]=[CH:8][C:7]([C:10]#[C:11][C:12]2[CH:17]=[CH:16][C:15]([CH:18]([NH2:20])[CH3:19])=[CH:14][CH:13]=2)=[CH:6][CH:5]=1)[CH3:2].C([O-])([O-])=O.[Na+].[Na+].Cl[C:28]([O:30][CH3:31])=[O:29]. (8) Given the product [CH3:28][N:4]1[C:3]([CH2:2][N:35]2[CH2:34][CH2:33][N:32]([CH2:31][C:30]([F:38])([F:39])[F:29])[CH2:37][CH2:36]2)=[N:11][C:10]2[C:5]1=[N:6][C:7]([N:18]1[C:22]3[CH:23]=[CH:24][CH:25]=[CH:26][C:21]=3[N:20]=[C:19]1[CH3:27])=[N:8][C:9]=2[N:12]1[CH2:17][CH2:16][O:15][CH2:14][CH2:13]1, predict the reactants needed to synthesize it. The reactants are: Br[CH2:2][C:3]1[N:4]([CH3:28])[C:5]2[C:10]([N:11]=1)=[C:9]([N:12]1[CH2:17][CH2:16][O:15][CH2:14][CH2:13]1)[N:8]=[C:7]([N:18]1[C:22]3[CH:23]=[CH:24][CH:25]=[CH:26][C:21]=3[N:20]=[C:19]1[CH3:27])[N:6]=2.[F:29][C:30]([F:39])([F:38])[CH2:31][N:32]1[CH2:37][CH2:36][NH:35][CH2:34][CH2:33]1. (9) The reactants are: [NH2:1][C:2]1[CH:3]=[C:4]([CH2:8][C:9]([O:11][CH3:12])=[O:10])[CH:5]=[CH:6][CH:7]=1.[CH:13](=O)[CH3:14].[BH3-][C:17]#[N:18].[Na+].[CH3:20]O. Given the product [CH2:13]([N:18]([CH2:17][CH3:20])[C:2]1[CH:3]=[C:4]([CH2:8][C:9]([O:11][CH3:12])=[O:10])[CH:5]=[CH:6][CH:7]=1)[CH3:14].[CH2:13]([NH:1][C:2]1[CH:3]=[C:4]([CH2:8][C:9]([O:11][CH3:12])=[O:10])[CH:5]=[CH:6][CH:7]=1)[CH3:14], predict the reactants needed to synthesize it. (10) Given the product [CH:13]1([C:9]2[O:10][C:11]([CH3:12])=[C:7]([C:5]([OH:6])=[O:4])[N:8]=2)[CH2:14][CH2:15][CH2:16][CH2:17][CH2:18]1, predict the reactants needed to synthesize it. The reactants are: [OH-].[Na+].C[O:4][C:5]([C:7]1[N:8]=[C:9]([CH:13]2[CH2:18][CH2:17][CH2:16][CH2:15][CH2:14]2)[O:10][C:11]=1[CH3:12])=[O:6].